Dataset: Peptide-MHC class I binding affinity with 185,985 pairs from IEDB/IMGT. Task: Regression. Given a peptide amino acid sequence and an MHC pseudo amino acid sequence, predict their binding affinity value. This is MHC class I binding data. The peptide sequence is NTRDHVNLV. The MHC is HLA-A02:12 with pseudo-sequence HLA-A02:12. The binding affinity (normalized) is 0.0847.